Task: Predict the product of the given reaction.. Dataset: Forward reaction prediction with 1.9M reactions from USPTO patents (1976-2016) (1) The product is: [C:15]([O:1][CH2:2][CH2:3][N:4]([CH2:12][CH2:13][O:14][C:15](=[O:34])[CH2:16][CH2:17][CH2:18][CH2:19][CH2:20][CH2:21][CH2:22]/[CH:23]=[CH:24]\[CH2:25][CH2:26][CH2:27][CH2:28][CH2:29][CH2:30][CH2:31][CH3:32])[C:5](=[O:11])[O:6][C:7]([CH3:8])([CH3:9])[CH3:10])(=[O:34])[CH2:16][CH2:17][CH2:18][CH2:19][CH2:20][CH2:21][CH2:22]/[CH:23]=[CH:24]\[CH2:25][CH2:26][CH2:27][CH2:28][CH2:29][CH2:43][CH2:42][CH3:41]. Given the reactants [OH:1][CH2:2][CH2:3][N:4]([CH2:12][CH2:13][OH:14])[C:5](=[O:11])[O:6][C:7]([CH3:10])([CH3:9])[CH3:8].[C:15]([OH:34])(=O)[CH2:16][CH2:17][CH2:18][CH2:19][CH2:20][CH2:21][CH2:22]/[CH:23]=[CH:24]\[CH2:25][CH2:26][CH2:27][CH2:28][CH2:29][CH2:30][CH2:31][CH3:32].Cl.C(N=C=N[CH2:41][CH2:42][CH2:43]N(C)C)C, predict the reaction product. (2) The product is: [N:16]1([CH2:20][C@@H:21]([NH:32][C:2]2[C:3]3[N:11]=[CH:10][CH:9]=[C:8]([C:12]([NH2:14])=[O:13])[C:4]=3[N:5]=[CH:6][N:7]=2)[C:22]2[CH:27]=[CH:26][C:25]([F:28])=[C:24]([CH:29]([F:30])[F:31])[CH:23]=2)[CH2:19][CH2:18][CH2:17]1. Given the reactants O[C:2]1[C:3]2[N:11]=[CH:10][CH:9]=[C:8]([C:12]([NH2:14])=[O:13])[C:4]=2[N:5]=[CH:6][N:7]=1.Cl.[N:16]1([CH2:20][C@@H:21]([NH2:32])[C:22]2[CH:27]=[CH:26][C:25]([F:28])=[C:24]([CH:29]([F:31])[F:30])[CH:23]=2)[CH2:19][CH2:18][CH2:17]1, predict the reaction product. (3) Given the reactants Cl.[NH2:2][CH2:3][CH2:4][CH2:5][O:6][C:7]1[C:8]([O:49][CH3:50])=[C:9]([C@@H:13]2[C:19]3[CH:20]=[C:21]([Cl:24])[CH:22]=[CH:23][C:18]=3[N:17]([CH2:25][C:26]3[CH:31]=[CH:30][C:29]([O:32][CH3:33])=[CH:28][C:27]=3[O:34][CH3:35])[C:16](=[O:36])[C@@H:15]([CH2:37][C:38]([NH:40][CH2:41][C:42]3[CH:47]=[CH:46][CH:45]=[CH:44][C:43]=3[F:48])=[O:39])[O:14]2)[CH:10]=[CH:11][CH:12]=1.[C:51]1([CH2:57][CH2:58][CH:59]=O)[CH:56]=[CH:55][CH:54]=[CH:53][CH:52]=1, predict the reaction product. The product is: [ClH:24].[Cl:24][C:21]1[CH:22]=[CH:23][C:18]2[N:17]([CH2:25][C:26]3[CH:31]=[CH:30][C:29]([O:32][CH3:33])=[CH:28][C:27]=3[O:34][CH3:35])[C:16](=[O:36])[C@@H:15]([CH2:37][C:38]([NH:40][CH2:41][C:42]3[CH:47]=[CH:46][CH:45]=[CH:44][C:43]=3[F:48])=[O:39])[O:14][C@H:13]([C:9]3[CH:10]=[CH:11][CH:12]=[C:7]([O:6][CH2:5][CH2:4][CH2:3][NH:2][CH2:59][CH2:58][CH2:57][C:51]4[CH:56]=[CH:55][CH:54]=[CH:53][CH:52]=4)[C:8]=3[O:49][CH3:50])[C:19]=2[CH:20]=1. (4) The product is: [CH:14]1([C:12]([N:8]2[C:9]3[C:4](=[C:3]([OH:18])[C:2]([N:20]4[N:21]=[CH:22][CH:23]=[N:19]4)=[CH:11][CH:10]=3)[CH2:5][CH2:6][C@@H:7]2[CH3:17])=[O:13])[CH2:16][CH2:15]1. Given the reactants Br[C:2]1[C:3]([OH:18])=[C:4]2[C:9](=[CH:10][CH:11]=1)[N:8]([C:12]([CH:14]1[CH2:16][CH2:15]1)=[O:13])[C@@H:7]([CH3:17])[CH2:6][CH2:5]2.[N:19]1[NH:20][N:21]=[CH:22][CH:23]=1.CN[C@@H]1CCCC[C@H]1NC.C(=O)([O-])[O-].[K+].[K+], predict the reaction product.